From a dataset of Drug-target binding data from BindingDB using IC50 measurements. Regression. Given a target protein amino acid sequence and a drug SMILES string, predict the binding affinity score between them. We predict pIC50 (pIC50 = -log10(IC50 in M); higher means more potent). Dataset: bindingdb_ic50. The compound is CN(C)c1cccc2c(S(=O)(=O)Oc3ccc(CC(N)C(=O)O)cc3)cccc12. The target protein (P00469) has sequence MLEQPYLDLAKKVLDEGHFKPDRTHTGTYSIFGHQMRFDLSKGFPLLTTKKVPFGLIKSELLWFLHGDTNIRFLLQHRNHIWDEWAFEKWVKSDEYHGPDMTDFGHRSQKDPEFAAVYHEEMAKFDDRVLHDDAFAAKYGDLGLVYGSQWRAWHTSKGDTIDQLGDVIEQIKTHPYSRRLIVSAWNPEDVPTMALPPCHTLYQFYVNDGKLSLQLYQRSADIFLGVPFNIASYALLTHLVAHECGLEVGEFIHTFGDAHLYVNHLDQIKEQLSRTPRPAPTLQLNPDKHDIFDFDMKDIKLLNYDPYPAIKAPVAV. The pIC50 is 3.8.